Dataset: Reaction yield outcomes from USPTO patents with 853,638 reactions. Task: Predict the reaction yield, written as a fraction of the theoretical maximum amount of product (1.0 means a 100% yield; for example, 0.34 means a 34% yield). The reactants are [C:1]([O:5][C:6]([N:8]1[CH2:13][CH2:12][C:11]2([C:22]3[C:17](=[CH:18][CH:19]=[CH:20][C:21]=3[CH3:23])[C:16](=[O:24])[NH:15][CH2:14]2)[CH2:10][CH2:9]1)=[O:7])([CH3:4])([CH3:3])[CH3:2].[OH-].[Na+].C(=O)([O-])[O-].[K+].[K+].[CH2:33](Br)[C:34]1[CH:39]=[CH:38][CH:37]=[CH:36][CH:35]=1. The catalyst is C1(C)C=CC=CC=1.S([O-])(O)(=O)=O.C([N+](CCCC)(CCCC)CCCC)CCC.O. The product is [CH2:33]([N:15]1[CH2:14][C:11]2([CH2:10][CH2:9][N:8]([C:6]([O:5][C:1]([CH3:4])([CH3:3])[CH3:2])=[O:7])[CH2:13][CH2:12]2)[C:22]2[C:17](=[CH:18][CH:19]=[CH:20][C:21]=2[CH3:23])[C:16]1=[O:24])[C:34]1[CH:39]=[CH:38][CH:37]=[CH:36][CH:35]=1. The yield is 0.840.